From a dataset of KCNQ2 potassium channel screen with 302,405 compounds. Binary Classification. Given a drug SMILES string, predict its activity (active/inactive) in a high-throughput screening assay against a specified biological target. (1) The compound is S(Cc1c(cccc1)C)CCNC(=O)CSCc1ccc([N+]([O-])=O)cc1. The result is 0 (inactive). (2) The drug is O1CCN(CC1)Cc1ccc(cc1)C(=O)N\N=C\c1cc(OCC)c(OC)cc1. The result is 0 (inactive). (3) The molecule is s1c(CCC)cc(c2n(CCCC)c(=S)[nH]n2)c1. The result is 1 (active). (4) The molecule is O(C(=O)c1c2CCCCc2nc2c1cccc2)CC(=O)N1CCc2c1cccc2. The result is 0 (inactive). (5) The result is 0 (inactive). The compound is S(=O)(=O)(N1C(OCC1)CNC(=O)C(=O)NCc1occc1)c1cc(OC)c(OC)cc1.